This data is from Full USPTO retrosynthesis dataset with 1.9M reactions from patents (1976-2016). The task is: Predict the reactants needed to synthesize the given product. (1) Given the product [F:11][C:4]1[CH:5]=[CH:6][C:7]2[C:8](=[O:10])[NH:28][C:26]([CH2:25][O:24][CH2:23][CH2:22][C:18]3[CH:19]=[CH:20][CH:21]=[C:16]([O:15][C:14]([F:13])([F:29])[F:30])[CH:17]=3)=[N:27][C:2]=2[N:3]=1, predict the reactants needed to synthesize it. The reactants are: F[C:2]1[C:7]([C:8]([OH:10])=O)=[CH:6][CH:5]=[C:4]([F:11])[N:3]=1.Cl.[F:13][C:14]([F:30])([F:29])[O:15][C:16]1[CH:17]=[C:18]([CH2:22][CH2:23][O:24][CH2:25][C:26]([NH2:28])=[NH:27])[CH:19]=[CH:20][CH:21]=1. (2) The reactants are: Br[C:2]1[CH:3]=[C:4]([S:8]([NH:11][C:12]2[CH:21]=[CH:20][C:15]([C:16]([O:18][CH3:19])=[O:17])=[C:14]([OH:22])[CH:13]=2)(=[O:10])=[O:9])[CH:5]=[CH:6][CH:7]=1.[C:23]([C:26]1[CH:27]=[C:28](B(O)O)[CH:29]=[CH:30][CH:31]=1)(=[O:25])[NH2:24]. Given the product [C:23]([C:26]1[CH:31]=[C:30]([C:2]2[CH:7]=[CH:6][CH:5]=[C:4]([S:8]([NH:11][C:12]3[CH:21]=[CH:20][C:15]([C:16]([O:18][CH3:19])=[O:17])=[C:14]([OH:22])[CH:13]=3)(=[O:10])=[O:9])[CH:3]=2)[CH:29]=[CH:28][CH:27]=1)(=[O:25])[NH2:24], predict the reactants needed to synthesize it. (3) Given the product [Cl:25][C:16]1[C:13]2[CH2:14][CH2:15][N:9]([C:4]3[C:3]([C:2]([F:22])([F:21])[F:1])=[CH:8][CH:7]=[CH:6][N:5]=3)[CH2:10][CH2:11][C:12]=2[N:19]=[CH:18][N:17]=1, predict the reactants needed to synthesize it. The reactants are: [F:1][C:2]([F:22])([F:21])[C:3]1[C:4]([N:9]2[CH2:15][CH2:14][C:13]3[C:16](O)=[N:17][CH:18]=[N:19][C:12]=3[CH2:11][CH2:10]2)=[N:5][CH:6]=[CH:7][CH:8]=1.O=P(Cl)(Cl)[Cl:25]. (4) Given the product [Cl:20][C:5]1[C:6]([NH:8][C:9]2[C:18]([F:19])=[CH:17][CH:16]=[CH:15][C:10]=2[C:11]([NH:13][CH3:14])=[O:12])=[N:7][C:2]([NH:21][C:22]2[CH:37]=[CH:36][C:25]3[N:26]([CH2:34][CH3:35])[C:27](=[O:33])[CH2:28][CH2:29][C:30]([CH3:31])([CH3:32])[C:24]=3[CH:23]=2)=[N:3][CH:4]=1, predict the reactants needed to synthesize it. The reactants are: Cl[C:2]1[N:7]=[C:6]([NH:8][C:9]2[C:18]([F:19])=[CH:17][CH:16]=[CH:15][C:10]=2[C:11]([NH:13][CH3:14])=[O:12])[C:5]([Cl:20])=[CH:4][N:3]=1.[NH2:21][C:22]1[CH:37]=[CH:36][C:25]2[N:26]([CH2:34][CH3:35])[C:27](=[O:33])[CH2:28][CH2:29][C:30]([CH3:32])([CH3:31])[C:24]=2[CH:23]=1.CC1(C)[C@]2(CS(O)(=O)=O)C(C[C@H]1CC2)=O. (5) Given the product [C:32]([C@@H:29]([O:30][CH3:31])[CH2:28][C:25]1[CH:24]=[CH:23][C:22]([O:21][CH2:20][CH2:19][CH2:18][O:17][C:14]2[CH:15]=[CH:16][C:11]([C:8]3[CH:9]=[CH:10][C:5]([C:3]([OH:4])=[O:2])=[CH:6][CH:7]=3)=[CH:12][CH:13]=2)=[CH:27][CH:26]=1)([OH:34])=[O:33], predict the reactants needed to synthesize it. The reactants are: C[O:2][C:3]([C:5]1[CH:10]=[CH:9][C:8]([C:11]2[CH:16]=[CH:15][C:14]([O:17][CH2:18][CH2:19][CH2:20][O:21][C:22]3[CH:27]=[CH:26][C:25]([CH2:28][C@@H:29]([C:32]([O:34]CC)=[O:33])[O:30][CH3:31])=[CH:24][CH:23]=3)=[CH:13][CH:12]=2)=[CH:7][CH:6]=1)=[O:4].[OH-].[Na+]. (6) Given the product [Br:1][C:2]1[CH:3]=[C:4]2[C:5](=[CH:9][CH:10]=1)[C:6](=[O:8])[N:13]([CH:14]([CH3:17])[CH2:15][OH:16])[CH2:11]2, predict the reactants needed to synthesize it. The reactants are: [Br:1][C:2]1[CH:10]=[CH:9][C:5]([C:6]([O-:8])=O)=[C:4]([CH2:11]Br)[CH:3]=1.[NH2:13][CH:14]([CH3:17])[CH2:15][OH:16]. (7) Given the product [CH3:35][O:34][CH2:33][CH2:32][CH2:31][N:25]1[C:24]2[CH:36]=[C:20]([CH2:19][O:18][C@H:15]3[CH2:14][N:13]([S:37]([C:40]4[CH:41]=[CH:42][C:43]([CH3:46])=[CH:44][CH:45]=4)(=[O:38])=[O:39])[C@H:12]([CH2:11][C:8]4([C:6]([OH:7])=[O:5])[CH2:9][CH2:10]4)[CH2:17][CH2:16]3)[CH:21]=[CH:22][C:23]=2[O:28][C:27]([CH3:30])([CH3:29])[CH2:26]1, predict the reactants needed to synthesize it. The reactants are: C([O:5][C:6]([C:8]1([CH2:11][C@@H:12]2[CH2:17][CH2:16][C@@H:15]([O:18][CH2:19][C:20]3[CH:21]=[CH:22][C:23]4[O:28][C:27]([CH3:30])([CH3:29])[CH2:26][N:25]([CH2:31][CH2:32][CH2:33][O:34][CH3:35])[C:24]=4[CH:36]=3)[CH2:14][N:13]2[S:37]([C:40]2[CH:45]=[CH:44][C:43]([CH3:46])=[CH:42][CH:41]=2)(=[O:39])=[O:38])[CH2:10][CH2:9]1)=[O:7])(C)(C)C.FC(F)(F)C(O)=O.